Predict the reactants needed to synthesize the given product. From a dataset of Full USPTO retrosynthesis dataset with 1.9M reactions from patents (1976-2016). (1) Given the product [OH:20][CH:10]1[C:9]2[N:8]=[C:7]([C:1]3[CH:2]=[CH:3][CH:4]=[CH:5][CH:6]=3)[CH:16]=[CH:15][C:14]=2[CH2:13][CH2:12][CH2:11]1, predict the reactants needed to synthesize it. The reactants are: [C:1]1([C:7]2[CH:16]=[CH:15][C:14]3[CH2:13][CH2:12][CH2:11][CH2:10][C:9]=3[N:8]=2)[CH:6]=[CH:5][CH:4]=[CH:3][CH:2]=1.OO.C([O-])([O-])=[O:20].[Na+].[Na+].[OH-].[Na+]. (2) Given the product [OH:14][C:11]1([CH3:13])[CH2:12][N:8]([C:6]([O:5][C:1]([CH3:2])([CH3:3])[CH3:4])=[O:7])[C@H:9]([C:15]([O:17][CH2:25][C:26]2[CH:31]=[CH:30][CH:29]=[CH:28][CH:27]=2)=[O:16])[CH2:10]1, predict the reactants needed to synthesize it. The reactants are: [C:1]([O:5][C:6]([N:8]1[CH2:12][C:11]([OH:14])([CH3:13])[CH2:10][C@H:9]1[C:15]([OH:17])=[O:16])=[O:7])([CH3:4])([CH3:3])[CH3:2].C([O-])([O-])=O.[Cs+].[Cs+].Br[CH2:25][C:26]1[CH:31]=[CH:30][CH:29]=[CH:28][CH:27]=1. (3) Given the product [CH3:32][O:33][C:7]1[C:6]2[NH:5][C:4]3[CH:3]=[CH:2][C:14]([CH:15]=[O:17])=[CH:13][C:12]=3[C:11]=2[CH:10]=[CH:9][CH:8]=1, predict the reactants needed to synthesize it. The reactants are: O[C:2]1[C:14]([C:15]([O:17]C)=O)=[CH:13][C:12]2[C:11]3[C:6](=[CH:7][CH:8]=[CH:9][CH:10]=3)[NH:5][C:4]=2[CH:3]=1.CC(C)=CCCC1(C)[O:33][C:32]2C(=C3NC4C(=CC=CC=4)C3=CC=2C=O)C=C1. (4) The reactants are: [OH:1][CH2:2][C:3]1[CH:8]=[CH:7][C:6]([CH:9]2[CH2:14][CH2:13][N:12]([C:15]([O:17][CH2:18][C:19]3[CH:24]=[CH:23][CH:22]=[CH:21][CH:20]=3)=[O:16])[CH2:11][CH:10]2[O:25][CH2:26][C:27]2[CH:28]=[CH:29][C:30]3[O:35][CH2:34][CH2:33][N:32]([CH2:36][CH2:37][CH2:38][O:39][CH3:40])[C:31]=3[CH:41]=2)=[CH:5][CH:4]=1.[CH2:42](I)[CH3:43]. Given the product [CH2:42]([O:1][CH2:2][C:3]1[CH:4]=[CH:5][C:6]([CH:9]2[CH2:14][CH2:13][N:12]([C:15]([O:17][CH2:18][C:19]3[CH:20]=[CH:21][CH:22]=[CH:23][CH:24]=3)=[O:16])[CH2:11][CH:10]2[O:25][CH2:26][C:27]2[CH:28]=[CH:29][C:30]3[O:35][CH2:34][CH2:33][N:32]([CH2:36][CH2:37][CH2:38][O:39][CH3:40])[C:31]=3[CH:41]=2)=[CH:7][CH:8]=1)[CH3:43], predict the reactants needed to synthesize it.